Task: Binary Classification. Given a miRNA mature sequence and a target amino acid sequence, predict their likelihood of interaction.. Dataset: Experimentally validated miRNA-target interactions with 360,000+ pairs, plus equal number of negative samples (1) The miRNA is hsa-miR-6716-5p with sequence UGGGAAUGGGGGUAAGGGCC. The protein sequence of the target gene is MPAHMLQEISSSYTTTTTITAPPSGNEREKVKTVPLHLEEDIRPEMKEDIHDPTYQDEEGPPPKLEYVWRNIILMVLLHLGGLYGIILVPSCKLYTCLFGIFYYMTSALGITAGAHRLWSHRTYKARLPLRIFLIIANTMAFQNDVYEWARDHRAHHKFSETHADPHNSRRGFFFSHVGWLLVRKHPAVKEKGGKLDMSDLKAEKLVMFQRRYYKPGLLLMCFILPTLVPWYCWGETFVNSLFVSTFLRYTLVLNATWLVNSAAHLYGYRPYDKNIQSRENILVSLGAVGEGFHNYHHTF.... Result: 0 (no interaction). (2) The miRNA is hsa-miR-7154-3p with sequence AGGAGGACAAGUUGUGGGAU. The protein sequence of the target gene is MTIGRMENVEVFTAEGKGRGLKATKEFWAADIIFAERAYSAVVFDSLVNFVCHTCFKRQEKLHRCGQCKFAHYCDRTCQKDAWLNHKNECSAIKRYGKVPNENIRLAARIMWRVEREGTGLTEGCLVSVDDLQNHVEHFGEEEQKDLRVDVDTFLQYWPPQSQQFSMQYISHIFGVINCNGFTLSDQRGLQAVGVGIFPNLGLVNHDCWPNCTVIFNNGNHEAVKSMFHTQMRIELRALGKISEGEELTVSYIDFLNVSEERKRQLKKQYYFDCTCEHCQKKLKDDLFLGVKDNPKPSQE.... Result: 1 (interaction). (3) The miRNA is mmu-miR-1900 with sequence GGCCGCCCUCUCUGGUCCUUCA. The protein sequence of the target gene is METGGLPLELWRMILAYLHLPDLGRCSLVCRAWYELILSLDSTRWRQLCLGCTECRHPNWPNQPDVEPESWREAFKQHYLASKTWTKNALDLESSICFSLFRRKKERRTLSVGPGHEFDSLGSALAMASLYDRIVLFPGVYEEQGEIILKVPVEIVGQGKLGEVALLASIDQHCSTTRVCNLVFMPAWFSPIMYKTTSGHIQFDNCNFENGHIQVHGPGTCQVKFCTFKNTHVFLHNVPLCMLENCEFVGSENNCVTVEGHPSADKNWAYKYLLGLIKSSPIFLPAEDHDFLMSLDLESR.... Result: 0 (no interaction). (4) The miRNA is mmu-miR-3089-3p with sequence AGCAUCUGCUGAUCCUGAGCUGU. The protein sequence of the target gene is MEKGLALPQDFRDLVHSLKIRGRYVLFLAFVVIVFIFIEKENKIISRVSDKLKQIPHFVADANSTDPALLLSENASLLSLSELDSTFSHLRSRLHNLSLQLGVEPAMESQEAGAEKPSQQAGAGTRRHVLLMATTRTGSSFVGEFFNQQGNIFYLFEPLWHIERTVFFQQRGASAAGSALVYRDVLKQLLLCDLYVLEPFISPPPEDHLTQFLFRRGSSRSLCEDPVCTPFVKKVFEKYHCRNRRCGPLNVTLAGEACRRKDHVALKAVRIRQLEFLQPLVEDPRLDLRVIQLVRDPRAV.... Result: 0 (no interaction).